Dataset: Full USPTO retrosynthesis dataset with 1.9M reactions from patents (1976-2016). Task: Predict the reactants needed to synthesize the given product. (1) Given the product [Br:1][CH:27]([CH2:28][C:16]1[CH:17]=[CH:18][C:13]([O:12][CH2:11][CH2:10][C:7]2[CH:6]=[CH:5][C:4]([CH2:2][CH3:3])=[CH:9][N:8]=2)=[CH:14][CH:15]=1)[C:20]([OH:23])=[O:21], predict the reactants needed to synthesize it. The reactants are: [Br-:1].[CH2:2]([C:4]1[CH:5]=[CH:6][C:7]([CH2:10][CH2:11][O:12][C:13]2[CH:18]=[CH:17][C:16]([NH3+])=[CH:15][CH:14]=2)=[N:8][CH:9]=1)[CH3:3].[CH3:20][OH:21].N([O-])=[O:23].[Na+].C(#N)[CH:27]=[CH2:28]. (2) Given the product [Cl:1][C:2]1[CH:3]=[CH:4][C:5]([C:8]([NH:11][C:68]([C:67]2[CH:66]=[C:65]([C:62]3[CH:63]=[CH:64][C:54]4[O:53][C:52]([C:49]5[CH:50]=[CH:51][C:46]([F:45])=[CH:47][CH:48]=5)=[C:56]([C:57]([NH:58][CH3:59])=[O:60])[C:55]=4[CH:61]=3)[CH:73]=[CH:72][CH:71]=2)=[O:69])([CH3:9])[CH3:10])=[CH:6][CH:7]=1, predict the reactants needed to synthesize it. The reactants are: [Cl:1][C:2]1[CH:7]=[CH:6][C:5]([C:8]([NH2:11])([CH3:10])[CH3:9])=[CH:4][CH:3]=1.CN(C(ON1N=NC2C=CC=NC1=2)=[N+](C)C)C.F[P-](F)(F)(F)(F)F.CCN(C(C)C)C(C)C.[F:45][C:46]1[CH:51]=[CH:50][C:49]([C:52]2[O:53][C:54]3[CH:64]=[CH:63][C:62]([C:65]4[CH:66]=[C:67]([CH:71]=[CH:72][CH:73]=4)[C:68](O)=[O:69])=[CH:61][C:55]=3[C:56]=2[C:57](=[O:60])[NH:58][CH3:59])=[CH:48][CH:47]=1. (3) Given the product [CH3:29][O:28][C:26](=[O:27])[C@H:22]([CH:23]([CH3:24])[CH3:25])[NH:21][C:19]([N:10]([CH3:11])[CH2:9][C:7]1[N:8]=[C:4]([CH:1]([CH3:3])[CH3:2])[S:5][CH:6]=1)=[O:20], predict the reactants needed to synthesize it. The reactants are: [CH:1]([C:4]1[S:5][CH:6]=[C:7]([CH2:9][NH:10][CH3:11])[N:8]=1)([CH3:3])[CH3:2].O([C:19]([NH:21][C@H:22]([C:26]([OH:28])=[O:27])[CH:23]([CH3:25])[CH3:24])=[O:20])C1C=CC=CC=1.[C:29]1(C)C=CC=CC=1.CCCCCCC. (4) Given the product [OH:8][C:4]1[CH:3]=[C:2]([NH:1][C:14]([CH:9]2[CH2:13][CH2:12][CH2:11][CH2:10]2)=[O:15])[CH:7]=[CH:6][CH:5]=1, predict the reactants needed to synthesize it. The reactants are: [NH2:1][C:2]1[CH:3]=[C:4]([OH:8])[CH:5]=[CH:6][CH:7]=1.[CH:9]1([C:14](Cl)=[O:15])[CH2:13][CH2:12][CH2:11][CH2:10]1.